The task is: Predict the product of the given reaction.. This data is from Forward reaction prediction with 1.9M reactions from USPTO patents (1976-2016). Given the reactants [OH:1][CH2:2][CH2:3][O:4][CH2:5][CH2:6][O:7][CH2:8][CH2:9][O:10][C:11]1[C:20]([N+:21]([O-:23])=[O:22])=[CH:19][CH:18]=[CH:17][C:12]=1[C:13]([NH:15][CH3:16])=O.B.C1COCC1.[OH-].[Na+].[NH4+].[OH-], predict the reaction product. The product is: [CH3:16][NH:15][CH2:13][C:12]1[CH:17]=[CH:18][CH:19]=[C:20]([N+:21]([O-:23])=[O:22])[C:11]=1[O:10][CH2:9][CH2:8][O:7][CH2:6][CH2:5][O:4][CH2:3][CH2:2][OH:1].